Task: Regression. Given a peptide amino acid sequence and an MHC pseudo amino acid sequence, predict their binding affinity value. This is MHC class I binding data.. Dataset: Peptide-MHC class I binding affinity with 185,985 pairs from IEDB/IMGT The peptide sequence is RQILDNAAK. The MHC is HLA-A03:01 with pseudo-sequence HLA-A03:01. The binding affinity (normalized) is 0.560.